Dataset: Full USPTO retrosynthesis dataset with 1.9M reactions from patents (1976-2016). Task: Predict the reactants needed to synthesize the given product. Given the product [CH:10]1([CH2:9][CH:8]([C:3]2[CH:4]=[CH:5][CH:6]=[CH:7][C:2]=2[NH2:1])[CH3:13])[CH2:12][CH2:11]1, predict the reactants needed to synthesize it. The reactants are: [NH2:1][C:2]1[CH:7]=[CH:6][CH:5]=[CH:4][C:3]=1[C:8](O)([CH3:13])[CH2:9][CH:10]1[CH2:12][CH2:11]1.S(=O)(=O)(O)O.[H][H].